Task: Predict the reaction yield, written as a fraction of the theoretical maximum amount of product (1.0 means a 100% yield; for example, 0.34 means a 34% yield).. Dataset: Reaction yield outcomes from USPTO patents with 853,638 reactions (1) The product is [CH3:11][C:12]1[NH:6][C:4](=[O:5])[C:3]2[C:2](=[CH:10][CH:9]=[CH:8][CH:7]=2)[N:1]=1. The catalyst is C(O)C. The yield is 0.470. The reactants are [NH2:1][C:2]1[CH:10]=[CH:9][CH:8]=[CH:7][C:3]=1[C:4]([NH2:6])=[O:5].[C:11](N)(=O)[CH3:12]. (2) The reactants are [NH2:1][C:2]1[CH:31]=[CH:30][C:5]([C:6]([N:8]2[C:17]3[C:12](=[CH:13][CH:14]=[CH:15][CH:16]=3)[C@H:11]([N:18]([C:23]3[CH:28]=[CH:27][CH:26]=[CH:25][CH:24]=3)[C:19](=[O:22])[CH2:20]C)[CH2:10][C@@H:9]2[CH3:29])=[O:7])=[CH:4][CH:3]=1.C(=O)([O-])[O-].[K+].[K+].Br[CH:39]([CH3:44])[C:40]([O:42][CH3:43])=[O:41].O. The catalyst is CN(C)C=O. The product is [CH3:43][O:42][C:40](=[O:41])[CH:39]([NH:1][C:2]1[CH:31]=[CH:30][C:5]([C:6]([N:8]2[C:17]3[C:12](=[CH:13][CH:14]=[CH:15][CH:16]=3)[C@H:11]([N:18]([C:19](=[O:22])[CH3:20])[C:23]3[CH:28]=[CH:27][CH:26]=[CH:25][CH:24]=3)[CH2:10][C@@H:9]2[CH3:29])=[O:7])=[CH:4][CH:3]=1)[CH3:44]. The yield is 0.870. (3) The reactants are [F:1][C:2]1[S:6][C:5]([C:7](N(OC)C)=[O:8])=[CH:4][CH:3]=1.[CH3:13][Mg]Br. The catalyst is O1CCCC1. The product is [F:1][C:2]1[S:6][C:5]([C:7](=[O:8])[CH3:13])=[CH:4][CH:3]=1. The yield is 1.03. (4) The reactants are [CH3:1][C:2]1[CH:3]=[C:4]([CH:9]=[C:10]([CH3:31])[C:11]=1[CH2:12][C:13]1[CH:18]=[CH:17][C:16]([O:19][CH2:20][O:21][CH3:22])=[C:15]([CH2:23][C:24]2[CH:29]=[CH:28][C:27]([F:30])=[CH:26][CH:25]=2)[CH:14]=1)[C:5]([O:7]C)=[O:6].[OH-].[Na+]. The catalyst is CO. The product is [CH3:1][C:2]1[CH:3]=[C:4]([CH:9]=[C:10]([CH3:31])[C:11]=1[CH2:12][C:13]1[CH:18]=[CH:17][C:16]([O:19][CH2:20][O:21][CH3:22])=[C:15]([CH2:23][C:24]2[CH:29]=[CH:28][C:27]([F:30])=[CH:26][CH:25]=2)[CH:14]=1)[C:5]([OH:7])=[O:6]. The yield is 1.00. (5) The reactants are [CH:1]([C:3]1[C:4]([O:23][CH3:24])=[CH:5][C:6]([O:21][CH3:22])=[C:7]([C:9]#[C:10][C:11]2[CH:16]=[CH:15][CH:14]=[CH:13][C:12]=2[NH:17][C:18](=[O:20])[CH3:19])[CH:8]=1)=[O:2].CN(C=O)C.O. The catalyst is [Pd](Cl)Cl.CCOC(C)=O. The product is [C:18]([N:17]1[C:12]2[C:11](=[CH:16][CH:15]=[CH:14][CH:13]=2)[CH:10]=[C:9]1[C:7]1[C:6]([O:21][CH3:22])=[CH:5][C:4]([O:23][CH3:24])=[C:3]([CH:8]=1)[CH:1]=[O:2])(=[O:20])[CH3:19]. The yield is 0.390. (6) The reactants are [C:1]([C:3]1[CH:8]=[CH:7][C:6]([OH:9])=[CH:5][CH:4]=1)#[N:2].C([O-])([O-])=O.[K+].[K+].Br[CH2:17][CH2:18][CH:19]=[CH2:20]. No catalyst specified. The product is [CH2:20]([O:9][C:6]1[CH:7]=[CH:8][C:3]([C:1]#[N:2])=[CH:4][CH:5]=1)[CH2:19][CH:18]=[CH2:17]. The yield is 0.580. (7) The reactants are Br[C:2]1[C:3]([C:16]([F:19])([F:18])[F:17])=[CH:4][C:5]([N+:13]([O-:15])=[O:14])=[C:6]([N:8]2[CH:12]=[CH:11][N:10]=[CH:9]2)[CH:7]=1.[CH2:20]([NH2:27])[C:21]1[CH:26]=[CH:25][CH:24]=[CH:23][CH:22]=1.C(N(C(C)C)CC)(C)C. The catalyst is C(#N)C. The product is [CH2:20]([NH:27][C:2]1[CH:7]=[C:6]([N:8]2[CH:12]=[CH:11][N:10]=[CH:9]2)[C:5]([N+:13]([O-:15])=[O:14])=[CH:4][C:3]=1[C:16]([F:19])([F:18])[F:17])[C:21]1[CH:26]=[CH:25][CH:24]=[CH:23][CH:22]=1. The yield is 0.320. (8) The reactants are [F:1][C:2]1[CH:7]=[CH:6][CH:5]=[C:4]([F:8])[C:3]=1[O:9][C:10]1[CH:15]=[CH:14][C:13]([N+:16]([O-])=O)=[CH:12][CH:11]=1.O.NN. The catalyst is CO.[Ni]. The product is [F:1][C:2]1[CH:7]=[CH:6][CH:5]=[C:4]([F:8])[C:3]=1[O:9][C:10]1[CH:11]=[CH:12][C:13]([NH2:16])=[CH:14][CH:15]=1. The yield is 0.910.